From a dataset of Forward reaction prediction with 1.9M reactions from USPTO patents (1976-2016). Predict the product of the given reaction. (1) Given the reactants [F:1][C@@H:2]1[CH2:6][CH2:5][N:4]([CH2:7][C@H:8]([NH:10][C:11]([C:13]2[C:21]3[C:16](=[N:17][CH:18]=[C:19]([C:22]4[C:30]5[C:25](=[CH:26][C:27]([Cl:31])=[CH:28][CH:29]=5)[N:24]([CH3:32])[N:23]=4)[N:20]=3)[N:15](COCC[Si](C)(C)C)[CH:14]=2)=[O:12])[CH3:9])[CH2:3]1.FC(F)(F)C(O)=O.C(N)CN.O, predict the reaction product. The product is: [F:1][C@@H:2]1[CH2:6][CH2:5][N:4]([CH2:7][C@H:8]([NH:10][C:11]([C:13]2[C:21]3[C:16](=[N:17][CH:18]=[C:19]([C:22]4[C:30]5[C:25](=[CH:26][C:27]([Cl:31])=[CH:28][CH:29]=5)[N:24]([CH3:32])[N:23]=4)[N:20]=3)[NH:15][CH:14]=2)=[O:12])[CH3:9])[CH2:3]1. (2) Given the reactants [Br:1][C:2]1[CH:3]=[CH:4][C:5]([C:8]2[CH2:12][C@@H:11]([CH2:13][NH2:14])[O:10][N:9]=2)=[N:6][CH:7]=1.C(N(C(C)C)CC)(C)C.CN(C(ON1N=NC2C=CC=NC1=2)=[N+](C)C)C.F[P-](F)(F)(F)(F)F.[CH3:48][N:49]([CH3:54])[CH2:50][C:51](O)=[O:52], predict the reaction product. The product is: [Br:1][C:2]1[CH:3]=[CH:4][C:5]([C:8]2[CH2:12][C@@H:11]([CH2:13][NH:14][C:51](=[O:52])[CH2:50][N:49]([CH3:54])[CH3:48])[O:10][N:9]=2)=[N:6][CH:7]=1.